This data is from Reaction yield outcomes from USPTO patents with 853,638 reactions. The task is: Predict the reaction yield, written as a fraction of the theoretical maximum amount of product (1.0 means a 100% yield; for example, 0.34 means a 34% yield). (1) The reactants are [CH3:1][O:2][C:3]1[CH:4]=[C:5]2[C:10](=[CH:11][C:12]=1[O:13][CH3:14])[N:9]=[CH:8][CH:7]=[C:6]2[O:15][C:16]1[CH:22]=[CH:21][C:19]([NH2:20])=[C:18]([F:23])[CH:17]=1.ClC(Cl)(O[C:28](=[O:34])OC(Cl)(Cl)Cl)Cl.[NH2:36][CH2:37][C:38]1[CH:43]=[CH:42][CH:41]=[CH:40][N:39]=1.C(=O)([O-])O.[Na+]. The catalyst is C1(C)C=CC=CC=1.C(N(CC)CC)C.ClCCl.C(Cl)(Cl)Cl. The product is [CH3:1][O:2][C:3]1[CH:4]=[C:5]2[C:10](=[CH:11][C:12]=1[O:13][CH3:14])[N:9]=[CH:8][CH:7]=[C:6]2[O:15][C:16]1[CH:22]=[CH:21][C:19]([NH:20][C:28]([NH:36][CH2:37][C:38]2[CH:43]=[CH:42][CH:41]=[CH:40][N:39]=2)=[O:34])=[C:18]([F:23])[CH:17]=1. The yield is 0.880. (2) The reactants are [N:1]1[CH:6]=[CH:5][C:4]([C:7]2[CH:8]=[C:9]([C:13]3[O:14][C:15]4[C:21]([C:22]([O:24]C)=O)=[CH:20][CH:19]=[CH:18][C:16]=4[N:17]=3)[CH:10]=[CH:11][CH:12]=2)=[CH:3][CH:2]=1.[NH3:26]. The catalyst is CO. The product is [N:1]1[CH:2]=[CH:3][C:4]([C:7]2[CH:8]=[C:9]([C:13]3[O:14][C:15]4[C:21]([C:22]([NH2:26])=[O:24])=[CH:20][CH:19]=[CH:18][C:16]=4[N:17]=3)[CH:10]=[CH:11][CH:12]=2)=[CH:5][CH:6]=1. The yield is 0.880.